Dataset: Merck oncology drug combination screen with 23,052 pairs across 39 cell lines. Task: Regression. Given two drug SMILES strings and cell line genomic features, predict the synergy score measuring deviation from expected non-interaction effect. (1) Drug 1: NC(=O)c1cccc2cn(-c3ccc(C4CCCNC4)cc3)nc12. Drug 2: CCc1c2c(nc3ccc(O)cc13)-c1cc3c(c(=O)n1C2)COC(=O)C3(O)CC. Cell line: A2780. Synergy scores: synergy=31.2. (2) Synergy scores: synergy=16.6. Drug 1: O=c1[nH]cc(F)c(=O)[nH]1. Cell line: HCT116. Drug 2: O=C(O)C1(Cc2cccc(Nc3nccs3)n2)CCC(Oc2cccc(Cl)c2F)CC1. (3) Drug 1: O=C(CCCCCCC(=O)Nc1ccccc1)NO. Drug 2: CCc1cnn2c(NCc3ccc[n+]([O-])c3)cc(N3CCCCC3CCO)nc12. Cell line: SKOV3. Synergy scores: synergy=-28.5. (4) Drug 1: COC12C(COC(N)=O)C3=C(C(=O)C(C)=C(N)C3=O)N1CC1NC12. Drug 2: CC1(c2nc3c(C(N)=O)cccc3[nH]2)CCCN1. Cell line: SW837. Synergy scores: synergy=3.80.